Predict the product of the given reaction. From a dataset of Forward reaction prediction with 1.9M reactions from USPTO patents (1976-2016). (1) Given the reactants [C:1]1([S:7]([O:10][C:11]2[CH:12]=[CH:13][CH:14]=[C:15]3[C:20]=2[O:19][C:18](=[O:21])[C:17]([NH:22]C(=O)C)=[CH:16]3)(=[O:9])=[O:8])[CH:6]=[CH:5][CH:4]=[CH:3][CH:2]=1.S(=O)(=O)(O)O.O, predict the reaction product. The product is: [C:1]1([S:7]([O:10][C:11]2[CH:12]=[CH:13][CH:14]=[C:15]3[C:20]=2[O:19][C:18](=[O:21])[C:17]([NH2:22])=[CH:16]3)(=[O:8])=[O:9])[CH:2]=[CH:3][CH:4]=[CH:5][CH:6]=1. (2) Given the reactants [CH3:1][O:2][C:3](=[O:17])[C:4]([CH:12]1[CH2:16][CH2:15][CH2:14][CH2:13]1)([OH:11])[C:5]1[CH:10]=[CH:9][CH:8]=[CH:7][CH:6]=1.O[C@@H:19]1[CH:24]2C[CH2:26][N:21]([CH2:22][CH2:23]2)[CH2:20]1, predict the reaction product. The product is: [N:21]12[CH2:22][CH2:23][CH:24]([CH2:19][CH2:20]1)[C@@H:1]([O:2][C:3](=[O:17])[C:4]([CH:12]1[CH2:16][CH2:15][CH2:14][CH2:13]1)([OH:11])[C:5]1[CH:6]=[CH:7][CH:8]=[CH:9][CH:10]=1)[CH2:26]2. (3) Given the reactants [Br:1][C:2]1[CH:7]=[C:6]([CH2:8]Br)[CH:5]=[CH:4][C:3]=1[O:10][C:11]1[CH:16]=[CH:15][C:14]([F:17])=[CH:13][C:12]=1[F:18].[CH3:19][S-:20].[Na+], predict the reaction product. The product is: [Br:1][C:2]1[CH:7]=[C:6]([CH:5]=[CH:4][C:3]=1[O:10][C:11]1[CH:16]=[CH:15][C:14]([F:17])=[CH:13][C:12]=1[F:18])[CH2:8][S:20][CH3:19].